From a dataset of Forward reaction prediction with 1.9M reactions from USPTO patents (1976-2016). Predict the product of the given reaction. (1) The product is: [CH3:17][N:18]([CH3:24])[CH:19]1[CH2:23][CH2:22][N:21]([CH2:2][C:3]2[CH:12]=[CH:11][C:6]([C:7]([O:9][CH3:10])=[O:8])=[CH:5][C:4]=2[C:13]([F:16])([F:15])[F:14])[CH2:20]1. Given the reactants Br[CH2:2][C:3]1[CH:12]=[CH:11][C:6]([C:7]([O:9][CH3:10])=[O:8])=[CH:5][C:4]=1[C:13]([F:16])([F:15])[F:14].[CH3:17][N:18]([CH3:24])[CH:19]1[CH2:23][CH2:22][NH:21][CH2:20]1.C(=O)([O-])[O-].[K+].[K+], predict the reaction product. (2) Given the reactants [CH3:1][C:2]1[C:7]([NH2:8])=[CH:6][N:5]=[C:4]2[N:9]([S:12]([C:15]3[CH:20]=[CH:19][CH:18]=[CH:17][CH:16]=3)(=[O:14])=[O:13])[CH:10]=[CH:11][C:3]=12.CS[C:23]1[CH2:24][CH2:25][CH2:26][N:27]=1, predict the reaction product. The product is: [NH3:5].[N:27]1[CH2:26][CH2:25][CH2:24][C:23]=1[NH:8][C:7]1[C:2]([CH3:1])=[C:3]2[CH:11]=[CH:10][N:9]([S:12]([C:15]3[CH:16]=[CH:17][CH:18]=[CH:19][CH:20]=3)(=[O:14])=[O:13])[C:4]2=[N:5][CH:6]=1. (3) Given the reactants N1C=CC([N:7]2[CH2:12][CH2:11][CH:10]([CH2:13][NH:14][C:15]3[CH:20]=[CH:19][N:18]=[CH:17][C:16]=3[NH2:21])[CH2:9][CH2:8]2)=CC=1.[CH3:22][O:23][C:24]1[CH:32]=[CH:31][C:27]([C:28](Cl)=[O:29])=[CH:26][CH:25]=1, predict the reaction product. The product is: [CH3:22][O:23][C:24]1[CH:32]=[CH:31][C:27]([C:28]([NH:21][C:16]2[CH:17]=[N:18][CH:19]=[CH:20][C:15]=2[NH:14][CH2:13][C:10]2([C:10]3[CH:11]=[CH:12][N:7]=[CH:8][CH:9]=3)[CH2:9][CH2:8][NH:7][CH2:12][CH2:11]2)=[O:29])=[CH:26][CH:25]=1. (4) Given the reactants [C:1]([N:4]1[C:13]2[C:8](=[CH:9][C:10](Br)=[CH:11][CH:12]=2)[C@H:7]([NH:15][C:16](=[O:25])[O:17][CH2:18][C:19]2[CH:24]=[CH:23][CH:22]=[CH:21][CH:20]=2)[C@@H:6]([CH3:26])[C@@H:5]1[CH3:27])(=[O:3])[CH3:2].[O:28]1[CH2:33][CH:32]=[C:31](B2OC(C)(C)C(C)(C)O2)[CH2:30][CH2:29]1.C(=O)([O-])[O-].[Cs+].[Cs+].O, predict the reaction product. The product is: [C:1]([N:4]1[C:13]2[C:8](=[CH:9][C:10]([C:31]3[CH2:32][CH2:33][O:28][CH2:29][CH:30]=3)=[CH:11][CH:12]=2)[C@H:7]([NH:15][C:16](=[O:25])[O:17][CH2:18][C:19]2[CH:24]=[CH:23][CH:22]=[CH:21][CH:20]=2)[C@@H:6]([CH3:26])[C@@H:5]1[CH3:27])(=[O:3])[CH3:2]. (5) Given the reactants [CH2:1]([O:8][C:9]1[C:13]([CH2:14][CH2:15][C:16]([O:18][CH2:19][CH3:20])=[O:17])=[CH:12][N:11](C(OC(C)(C)C)=O)[N:10]=1)[C:2]1[CH:7]=[CH:6][CH:5]=[CH:4][CH:3]=1.Cl.C(=O)([O-])O.[Na+], predict the reaction product. The product is: [CH2:1]([O:8][C:9]1[C:13]([CH2:14][CH2:15][C:16]([O:18][CH2:19][CH3:20])=[O:17])=[CH:12][NH:11][N:10]=1)[C:2]1[CH:3]=[CH:4][CH:5]=[CH:6][CH:7]=1. (6) Given the reactants [CH3:1][S:2]([C:5]([C:8]1[CH:9]=[C:10]([CH:15]=[CH:16][CH:17]=1)[C:11]([O:13]C)=[O:12])([CH3:7])[CH3:6])(=[O:4])=[O:3].C1COCC1.[OH-].[Li+], predict the reaction product. The product is: [CH3:1][S:2]([C:5]([C:8]1[CH:9]=[C:10]([CH:15]=[CH:16][CH:17]=1)[C:11]([OH:13])=[O:12])([CH3:7])[CH3:6])(=[O:3])=[O:4]. (7) Given the reactants [F:1][C:2]1[CH:3]=[C:4]([CH:8]=[CH:9][C:10]=1[C:11]1[CH:12]=[N:13][C:14]([O:17][CH2:18][CH:19]2[CH2:24][CH2:23][N:22]([CH2:25][C:26]3([C:30]([F:33])([F:32])[F:31])[CH2:29][CH2:28][CH2:27]3)[CH2:21][CH2:20]2)=[CH:15][CH:16]=1)[C:5](O)=[O:6].[NH:34]1[CH2:38][CH2:37][C@H:36]([OH:39])[CH2:35]1.C(Cl)CCl.C1C=CC2N(O)N=NC=2C=1.CCN(C(C)C)C(C)C, predict the reaction product. The product is: [F:1][C:2]1[CH:3]=[C:4]([C:5]([N:34]2[CH2:38][CH2:37][C@H:36]([OH:39])[CH2:35]2)=[O:6])[CH:8]=[CH:9][C:10]=1[C:11]1[CH:12]=[N:13][C:14]([O:17][CH2:18][CH:19]2[CH2:20][CH2:21][N:22]([CH2:25][C:26]3([C:30]([F:33])([F:32])[F:31])[CH2:29][CH2:28][CH2:27]3)[CH2:23][CH2:24]2)=[CH:15][CH:16]=1. (8) Given the reactants [CH3:1][C:2]1([CH3:12])[CH:6](O)[C:5]2[CH:8]=[CH:9][CH:10]=[CH:11][C:4]=2[O:3]1.[NH:13]1[CH:17]=[C:16]([C:18]([O:20][CH3:21])=[O:19])[N:15]=[CH:14]1.C1(P(C2C=CC=CC=2)C2C=CC=CC=2)C=CC=CC=1.N(C(OC(C)(C)C)=O)=NC(OC(C)(C)C)=O.Cl.O1CCOCC1, predict the reaction product. The product is: [CH3:21][O:20][C:18]([C:16]1[N:15]([CH:6]2[C:5]3[CH:8]=[CH:9][CH:10]=[CH:11][C:4]=3[O:3][C:2]2([CH3:12])[CH3:1])[CH:14]=[N:13][CH:17]=1)=[O:19].